This data is from Catalyst prediction with 721,799 reactions and 888 catalyst types from USPTO. The task is: Predict which catalyst facilitates the given reaction. Reactant: N1C=CC=CC=1.[CH3:7][S:8](Cl)(=[O:10])=[O:9].[F:12][C:13]1[CH:18]=[CH:17][C:16]([C:19]2[C:28]3[C:23](=[CH:24][C:25]([NH2:29])=[CH:26][CH:27]=3)[O:22][C:21]([CH3:31])([CH3:30])[C:20]=2[CH3:32])=[CH:15][CH:14]=1. Product: [F:12][C:13]1[CH:18]=[CH:17][C:16]([C:19]2[C:28]3[C:23](=[CH:24][C:25]([NH:29][S:8]([CH3:7])(=[O:10])=[O:9])=[CH:26][CH:27]=3)[O:22][C:21]([CH3:31])([CH3:30])[C:20]=2[CH3:32])=[CH:15][CH:14]=1. The catalyst class is: 22.